Dataset: Catalyst prediction with 721,799 reactions and 888 catalyst types from USPTO. Task: Predict which catalyst facilitates the given reaction. (1) Reactant: [Cl:1][C:2]1[CH:3]=[C:4]2[C:9](=[C:10]([Cl:31])[C:11]=1[O:12][C:13]1[CH:18]=[CH:17][C:16]([C:19](=[O:30])[NH:20][CH2:21][CH2:22][C:23]3[CH:28]=[CH:27][C:26]([Cl:29])=[CH:25][CH:24]=3)=[CH:15][CH:14]=1)[O:8][CH2:7][CH2:6][CH:5]2[C:32]([OH:34])=[O:33].C[O-].[Na+:37].CO. Product: [Cl:1][C:2]1[CH:3]=[C:4]2[C:9](=[C:10]([Cl:31])[C:11]=1[O:12][C:13]1[CH:18]=[CH:17][C:16]([C:19](=[O:30])[NH:20][CH2:21][CH2:22][C:23]3[CH:28]=[CH:27][C:26]([Cl:29])=[CH:25][CH:24]=3)=[CH:15][CH:14]=1)[O:8][CH2:7][CH2:6][CH:5]2[C:32]([O-:34])=[O:33].[Na+:37]. The catalyst class is: 1. (2) Reactant: CC([O-])(C)C.[K+].Cl[C:8]1[C:9]2[CH2:22][CH2:21][CH2:20][C:10]=2[N:11]=[C:12]([C:14]2[S:15][C:16]([Cl:19])=[CH:17][CH:18]=2)[N:13]=1.[CH2:23]([O:25][C:26](=[O:37])[CH2:27][C:28]1[CH:29]=[C:30]2[C:34](=[CH:35][CH:36]=1)[NH:33][N:32]=[CH:31]2)[CH3:24].CC(C1C=C(C(C)C)C(C2C(P(C(C)(C)C)C(C)(C)C)=CC=CC=2)=C(C(C)C)C=1)C. Product: [CH2:23]([O:25][C:26](=[O:37])[CH2:27][C:28]1[CH:29]=[C:30]2[C:34](=[CH:35][CH:36]=1)[N:33]([C:8]1[C:9]3[CH2:22][CH2:21][CH2:20][C:10]=3[N:11]=[C:12]([C:14]3[S:15][C:16]([Cl:19])=[CH:17][CH:18]=3)[N:13]=1)[N:32]=[CH:31]2)[CH3:24]. The catalyst class is: 187.